This data is from Full USPTO retrosynthesis dataset with 1.9M reactions from patents (1976-2016). The task is: Predict the reactants needed to synthesize the given product. (1) Given the product [F:1][C:2]1[CH:10]=[C:9]2[C:5]([C:6]([C:20]3[CH:28]=[C:27]4[C:23]([CH:24]=[N:25][NH:26]4)=[CH:22][CH:21]=3)=[CH:7][NH:8]2)=[CH:4][CH:3]=1, predict the reactants needed to synthesize it. The reactants are: [F:1][C:2]1[CH:10]=[C:9]2[C:5]([C:6]([C:20]3[CH:28]=[C:27]4[C:23]([CH:24]=[N:25][NH:26]4)=[CH:22][CH:21]=3)=[CH:7][N:8]2S(C2C=CC=CC=2)(=O)=O)=[CH:4][CH:3]=1.[OH-].[Na+]. (2) Given the product [Br:20][C:5]1[C:6]([NH:9][C@@H:10]2[C@@H:15]3[CH2:16][C@@H:12]([CH:13]=[CH:14]3)[C@@H:11]2[C:17]([NH2:19])=[O:18])=[C:7]2[N:8]=[C:28]([C:27]3[CH:30]=[CH:31][CH:32]=[CH:33][C:26]=3[N:21]3[CH:25]=[CH:24][CH:23]=[N:22]3)[NH:1][C:2]2=[N:3][CH:4]=1, predict the reactants needed to synthesize it. The reactants are: [NH2:1][C:2]1[C:7]([NH2:8])=[C:6]([NH:9][C@@H:10]2[C@@H:15]3[CH2:16][C@@H:12]([CH:13]=[CH:14]3)[C@@H:11]2[C:17]([NH2:19])=[O:18])[C:5]([Br:20])=[CH:4][N:3]=1.[N:21]1([C:26]2[CH:33]=[CH:32][CH:31]=[CH:30][C:27]=2[CH:28]=O)[CH:25]=[CH:24][CH:23]=[N:22]1. (3) Given the product [OH:1][CH:2]([C:8]1[C:13]([CH3:18])=[N:12][CH:11]=[CH:10][CH:9]=1)[C:3]([O:5][CH2:6][CH3:7])=[O:4], predict the reactants needed to synthesize it. The reactants are: [OH:1][CH:2]([C:8]1[CH:9]=[CH:10][C:11]2[N:12](C=CN=2)[CH:13]=1)[C:3]([O:5][CH2:6][CH3:7])=[O:4].Br[C:18]1C(C)=NC=CC=1. (4) The reactants are: [CH:1]([C:4]1[N:9]=[C:8]([CH2:10][N:11]2[C:19]3[C:14](=[C:15]([N+:20]([O-])=O)[CH:16]=[CH:17][CH:18]=3)[C:13]([CH3:23])=[N:12]2)[CH:7]=[CH:6][CH:5]=1)([CH3:3])[CH3:2].C(O)C.[Cl-].[NH4+]. Given the product [CH:1]([C:4]1[N:9]=[C:8]([CH2:10][N:11]2[C:19]3[CH:18]=[CH:17][CH:16]=[C:15]([NH2:20])[C:14]=3[C:13]([CH3:23])=[N:12]2)[CH:7]=[CH:6][CH:5]=1)([CH3:3])[CH3:2], predict the reactants needed to synthesize it.